From a dataset of Peptide-MHC class I binding affinity with 185,985 pairs from IEDB/IMGT. Regression. Given a peptide amino acid sequence and an MHC pseudo amino acid sequence, predict their binding affinity value. This is MHC class I binding data. (1) The peptide sequence is IVTRIVELL. The MHC is HLA-A24:02 with pseudo-sequence HLA-A24:02. The binding affinity (normalized) is 0.440. (2) The peptide sequence is NFLIKFLLI. The MHC is HLA-A02:01 with pseudo-sequence HLA-A02:01. The binding affinity (normalized) is 0. (3) The peptide sequence is ERYPGGVSL. The MHC is HLA-B27:03 with pseudo-sequence HLA-B27:03. The binding affinity (normalized) is 0.0847.